From a dataset of NCI-60 drug combinations with 297,098 pairs across 59 cell lines. Regression. Given two drug SMILES strings and cell line genomic features, predict the synergy score measuring deviation from expected non-interaction effect. Drug 1: CN(C)C1=NC(=NC(=N1)N(C)C)N(C)C. Drug 2: CCC1(C2=C(COC1=O)C(=O)N3CC4=CC5=C(C=CC(=C5CN(C)C)O)N=C4C3=C2)O.Cl. Cell line: M14. Synergy scores: CSS=20.0, Synergy_ZIP=-5.42, Synergy_Bliss=0.821, Synergy_Loewe=-32.4, Synergy_HSA=-2.32.